This data is from Reaction yield outcomes from USPTO patents with 853,638 reactions. The task is: Predict the reaction yield, written as a fraction of the theoretical maximum amount of product (1.0 means a 100% yield; for example, 0.34 means a 34% yield). (1) The reactants are CCN(C(C)C)C(C)C.[F:10][C:11]1[C:19]([F:20])=[CH:18][CH:17]=[C:16]([F:21])[C:12]=1[C:13]([OH:15])=O.C1C=CC2N(O)N=NC=2C=1.CCN=C=NCCCN(C)C.Cl.[O:44]=[C:45]([N:62]1[CH2:67][CH2:66][NH:65][CH2:64][CH2:63]1)[CH2:46][NH:47][C:48]([C:50]1[CH:55]=[CH:54][C:53]([C:56]2[CH:61]=[CH:60][CH:59]=[CH:58][CH:57]=2)=[CH:52][CH:51]=1)=[O:49]. The catalyst is CN(C=O)C.O. The product is [O:44]=[C:45]([N:62]1[CH2:67][CH2:66][N:65]([C:13](=[O:15])[C:12]2[C:16]([F:21])=[CH:17][CH:18]=[C:19]([F:20])[C:11]=2[F:10])[CH2:64][CH2:63]1)[CH2:46][NH:47][C:48]([C:50]1[CH:51]=[CH:52][C:53]([C:56]2[CH:61]=[CH:60][CH:59]=[CH:58][CH:57]=2)=[CH:54][CH:55]=1)=[O:49]. The yield is 0.362. (2) The reactants are [CH2:1]([O:3][C:4](=[O:17])[C@@H:5]([O:15][CH3:16])[CH2:6][C:7]1[CH:12]=[CH:11][C:10]([C:13]#[CH:14])=[CH:9][CH:8]=1)[CH3:2].C(O)=[O:19]. The catalyst is C(Cl)Cl. The product is [CH2:1]([O:3][C:4](=[O:17])[C@@H:5]([O:15][CH3:16])[CH2:6][C:7]1[CH:8]=[CH:9][C:10]([C:13](=[O:19])[CH3:14])=[CH:11][CH:12]=1)[CH3:2]. The yield is 0.950.